Predict the reaction yield, written as a fraction of the theoretical maximum amount of product (1.0 means a 100% yield; for example, 0.34 means a 34% yield). From a dataset of Reaction yield outcomes from USPTO patents with 853,638 reactions. (1) The reactants are [C:1]([C:4]1[CH:5]=[C:6]2[C:11](=[CH:12][C:13]=1[O:14][CH3:15])[N:10]=[CH:9][CH:8]=[C:7]2Cl)(=[O:3])[NH2:2].[OH:17][C:18]1[CH:19]=[C:20]2[C:24](=[CH:25][CH:26]=1)[NH:23][CH:22]=[CH:21]2.C(N(C(C)C)CC)(C)C.CN1CCCC1=O. The yield is 0.458. The product is [C:1]([C:4]1[CH:5]=[C:6]2[C:11](=[CH:12][C:13]=1[O:14][CH3:15])[N:10]=[CH:9][CH:8]=[C:7]2[O:17][C:18]1[CH:19]=[C:20]2[C:24](=[CH:25][CH:26]=1)[NH:23][CH:22]=[CH:21]2)(=[O:3])[NH2:2]. The catalyst is CS(C)=O. (2) The reactants are [H-].[Na+].[Br:3][C:4]1[C:5](=[O:10])[NH:6][CH:7]=[N:8][CH:9]=1.[Cl:11][C:12]1[CH:19]=[CH:18][C:15]([CH2:16]Br)=[CH:14][CH:13]=1. The catalyst is C1COCC1.CN(C=O)C. The product is [Cl:11][C:12]1[CH:19]=[CH:18][C:15]([CH2:16][N:6]2[C:5](=[O:10])[C:4]([Br:3])=[CH:9][N:8]=[CH:7]2)=[CH:14][CH:13]=1. The yield is 0.151. (3) The reactants are Br[C:2]1[N:6]2[C:7]3[CH:19]=[CH:18][CH:17]=[N:16][C:8]=3[NH:9][C:10]3[CH:15]=[CH:14][CH:13]=[CH:12][C:11]=3[C:5]2=[N:4][C:3]=1[C:20]1[CH:25]=[CH:24][CH:23]=[CH:22][CH:21]=1.C(O)C.C(=O)(O)[O-].[Na+].[C:34]([O:38][C:39]([NH:41][CH2:42][C:43]1[CH:48]=[CH:47][C:46](B(O)O)=[CH:45][CH:44]=1)=[O:40])([CH3:37])([CH3:36])[CH3:35]. The catalyst is C1(C)C=CC=CC=1. The product is [C:20]1([C:3]2[N:4]=[C:5]3[C:11]4[CH:12]=[CH:13][CH:14]=[CH:15][C:10]=4[NH:9][C:8]4[N:16]=[CH:17][CH:18]=[CH:19][C:7]=4[N:6]3[C:2]=2[C:46]2[CH:47]=[CH:48][C:43]([CH2:42][NH:41][C:39](=[O:40])[O:38][C:34]([CH3:37])([CH3:36])[CH3:35])=[CH:44][CH:45]=2)[CH:21]=[CH:22][CH:23]=[CH:24][CH:25]=1. The yield is 0.400. (4) The reactants are C([O:3][CH2:4][CH2:5][CH2:6][N:7]1[C:12](=[O:13])[C:11]2[C:14]([CH2:19][C:20]3[CH:25]=[CH:24][C:23]([Cl:26])=[CH:22][CH:21]=3)=[C:15](Br)[CH:16]=[N:17][C:10]=2[N:9]([CH3:27])[C:8]1=[O:28])=O.[F:29][C:30]1[CH:31]=[C:32](B(O)O)[CH:33]=[CH:34][CH:35]=1.C([O-])([O-])=O.[Na+].[Na+]. The catalyst is C1COCC1.CCO.CC(=O)OCC.O.C1C=CC([P]([Pd]([P](C2C=CC=CC=2)(C2C=CC=CC=2)C2C=CC=CC=2)([P](C2C=CC=CC=2)(C2C=CC=CC=2)C2C=CC=CC=2)[P](C2C=CC=CC=2)(C2C=CC=CC=2)C2C=CC=CC=2)(C2C=CC=CC=2)C2C=CC=CC=2)=CC=1. The product is [Cl:26][C:23]1[CH:24]=[CH:25][C:20]([CH2:19][C:14]2[C:11]3[C:12](=[O:13])[N:7]([CH2:6][CH2:5][CH2:4][OH:3])[C:8](=[O:28])[N:9]([CH3:27])[C:10]=3[N:17]=[CH:16][C:15]=2[C:34]2[CH:33]=[CH:32][CH:31]=[C:30]([F:29])[CH:35]=2)=[CH:21][CH:22]=1. The yield is 0.850. (5) The reactants are [CH3:1][N:2]1[C:6]([N:7]2[CH2:13][CH2:12][CH2:11][C:10]([C:15]([F:18])([F:17])[F:16])([OH:14])[CH2:9][CH2:8]2)=[C:5]([N+:19]([O-])=O)[CH:4]=[N:3]1.C(OC([NH:29][C:30]1[S:34][C:33]([C:35]2[C:40]([F:41])=[CH:39][CH:38]=[CH:37][C:36]=2[F:42])=[N:32][C:31]=1[C:43](O)=[O:44])=O)(C)(C)C. No catalyst specified. The product is [NH2:29][C:30]1[S:34][C:33]([C:35]2[C:40]([F:41])=[CH:39][CH:38]=[CH:37][C:36]=2[F:42])=[N:32][C:31]=1[C:43]([NH:19][C:5]1[CH:4]=[N:3][N:2]([CH3:1])[C:6]=1[N:7]1[CH2:13][CH2:12][CH2:11][C:10]([OH:14])([C:15]([F:18])([F:17])[F:16])[CH2:9][CH2:8]1)=[O:44]. The yield is 0.290. (6) The yield is 0.940. The product is [Br:13][C:14]1[CH:15]=[C:16]([CH:20]=[C:21]([CH3:23])[CH:22]=1)[C:17]([NH2:3])=[O:18]. The catalyst is CC(=O)OCC. The reactants are C1N=C[N:3](C(N2C=NC=C2)=O)C=1.[Br:13][C:14]1[CH:15]=[C:16]([CH:20]=[C:21]([CH3:23])[CH:22]=1)[C:17](O)=[O:18].N. (7) The reactants are [N+:1]([C:4]1[CH:9]=[C:8]([N+:10]([O-])=O)[CH:7]=[CH:6][C:5]=1[CH2:13][CH2:14][C:15]([O:17]CC)=O)([O-])=O. The catalyst is [Pd].CO. The product is [NH2:10][C:8]1[CH:9]=[C:4]2[C:5]([CH2:13][CH2:14][C:15](=[O:17])[NH:1]2)=[CH:6][CH:7]=1. The yield is 0.550. (8) The reactants are [NH2:1][C:2]1[CH:3]=[C:4]([CH:24]=[CH:25][CH:26]=1)[C:5]([NH:7][CH2:8][C:9]1[CH:14]=[CH:13][CH:12]=[C:11]([NH:15][C:16]2[C:21]([Cl:22])=[CH:20][N:19]=[C:18](Cl)[N:17]=2)[CH:10]=1)=[O:6].Cl. The catalyst is COCCO.O1CCOCC1. The product is [ClH:22].[Cl:22][C:21]1[CH:20]=[N:19][C:18]2[NH:1][C:2]3[CH:26]=[CH:25][CH:24]=[C:4]([CH:3]=3)[C:5](=[O:6])[NH:7][CH2:8][C:9]3[CH:10]=[C:11]([NH:15][C:16]=1[N:17]=2)[CH:12]=[CH:13][CH:14]=3. The yield is 0.340. (9) The reactants are [NH2:1][CH2:2][CH2:3][CH2:4][CH2:5][C:6]1[CH:18]=[CH:17][C:9]([O:10][CH2:11][C:12]([N:14]([CH3:16])[CH3:15])=[O:13])=[CH:8][CH:7]=1.I.[NH2:20][C:21]1[C:22]([C:29]([NH:31][C:32](=[NH:35])SC)=[O:30])=[N:23][C:24]([Cl:28])=[C:25]([NH2:27])[N:26]=1. The catalyst is C(O)C. The product is [NH2:20][C:21]1[C:22]([C:29]([N:31]=[C:32]([NH2:35])[NH:1][CH2:2][CH2:3][CH2:4][CH2:5][C:6]2[CH:18]=[CH:17][C:9]([O:10][CH2:11][C:12]([N:14]([CH3:15])[CH3:16])=[O:13])=[CH:8][CH:7]=2)=[O:30])=[N:23][C:24]([Cl:28])=[C:25]([NH2:27])[N:26]=1. The yield is 0.280.